This data is from Full USPTO retrosynthesis dataset with 1.9M reactions from patents (1976-2016). The task is: Predict the reactants needed to synthesize the given product. (1) Given the product [CH3:1][O:2][C:3]1[CH:8]=[N:7][C:6]([N:9]2[CH:13]=[N:12][C:11]([CH3:14])=[N:10]2)=[C:5]2[NH:15][CH:16]=[C:17]([C:18](=[O:22])[C:19]([N:33]3[CH2:32][CH2:31][C:30]4[C:35](=[CH:36][CH:37]=[N:38][C:29]=4[C:24]4[CH:25]=[CH:26][CH:27]=[CH:28][N:23]=4)[CH2:34]3)=[O:21])[C:4]=12, predict the reactants needed to synthesize it. The reactants are: [CH3:1][O:2][C:3]1[CH:8]=[N:7][C:6]([N:9]2[CH:13]=[N:12][C:11]([CH3:14])=[N:10]2)=[C:5]2[NH:15][CH:16]=[C:17]([C:18](=[O:22])[C:19]([OH:21])=O)[C:4]=12.[N:23]1[CH:28]=[CH:27][CH:26]=[CH:25][C:24]=1[C:29]1[N:38]=[CH:37][CH:36]=[C:35]2[C:30]=1[CH2:31][CH2:32][NH:33][CH2:34]2.CN(C(ON1N=NC2C=CC=CC1=2)=[N+](C)C)C.[B-](F)(F)(F)F.CCN(C(C)C)C(C)C. (2) Given the product [CH3:17][C:10]1[NH:18][CH:5]=[CH:6][C:11]=1[C:12]([O:14][CH2:15][CH3:16])=[O:13], predict the reactants needed to synthesize it. The reactants are: C(O[CH:5]=[CH2:6])(=O)C.BrBr.O=[C:10]([CH3:17])[CH2:11][C:12]([O:14][CH2:15][CH3:16])=[O:13].[NH3:18]. (3) Given the product [Si:38]([O:37][C:4]1[CH:3]=[C:2]([C:53]2[CH:54]=[CH:55][CH:56]=[C:51]([P:47](=[O:50])([O:48][CH3:49])[O:46][CH3:45])[CH:52]=2)[CH:7]=[CH:6][C:5]=1[C@@H:8]1[C@@H:9]([CH2:19][CH2:20][C@H:21]([O:29][Si:30]([C:33]([CH3:36])([CH3:35])[CH3:34])([CH3:32])[CH3:31])[C:22]2[CH:27]=[CH:26][C:25]([F:28])=[CH:24][CH:23]=2)[C:10](=[O:18])[N:11]1[C:12]1[CH:17]=[CH:16][CH:15]=[CH:14][CH:13]=1)([C:41]([CH3:44])([CH3:43])[CH3:42])([CH3:40])[CH3:39], predict the reactants needed to synthesize it. The reactants are: Br[C:2]1[CH:7]=[CH:6][C:5]([C@H:8]2[N:11]([C:12]3[CH:17]=[CH:16][CH:15]=[CH:14][CH:13]=3)[C:10](=[O:18])[C@@H:9]2[CH2:19][CH2:20][C@H:21]([O:29][Si:30]([C:33]([CH3:36])([CH3:35])[CH3:34])([CH3:32])[CH3:31])[C:22]2[CH:27]=[CH:26][C:25]([F:28])=[CH:24][CH:23]=2)=[C:4]([O:37][Si:38]([C:41]([CH3:44])([CH3:43])[CH3:42])([CH3:40])[CH3:39])[CH:3]=1.[CH3:45][O:46][P:47]([C:51]1[CH:56]=[CH:55][CH:54]=[C:53](B2OC(C)(C)C(C)(C)O2)[CH:52]=1)(=[O:50])[O:48][CH3:49].C(=O)([O-])[O-].[K+].[K+]. (4) Given the product [CH:32]([O:18][C:13]1[CH:14]=[N:15][CH:16]=[CH:17][C:12]=1[C:10]1[O:9][C:6]2[C:5]([N:11]=1)=[CH:4][C:3]([C:2]([F:19])([F:1])[F:20])=[CH:8][N:7]=2)([CH3:34])[CH3:33], predict the reactants needed to synthesize it. The reactants are: [F:1][C:2]([F:20])([F:19])[C:3]1[CH:4]=[C:5]2[N:11]=[C:10]([C:12]3[CH:17]=[CH:16][N:15]=[CH:14][C:13]=3[OH:18])[O:9][C:6]2=[N:7][CH:8]=1.C(=O)([O-])[O-].[K+].[K+].CN(C=O)C.[CH:32](I)([CH3:34])[CH3:33]. (5) Given the product [CH3:17][CH:18]1[CH2:19][N:20]([C:2]2[CH:7]=[CH:6][C:5]([NH2:8])=[CH:4][CH:3]=2)[CH2:21][CH2:22][O:23]1, predict the reactants needed to synthesize it. The reactants are: F[C:2]1[CH:7]=[CH:6][C:5]([N+:8]([O-])=O)=[CH:4][CH:3]=1.C(=O)([O-])[O-].[K+].[K+].[CH3:17][CH:18]1[O:23][CH2:22][CH2:21][NH:20][CH2:19]1.O.